This data is from Forward reaction prediction with 1.9M reactions from USPTO patents (1976-2016). The task is: Predict the product of the given reaction. (1) The product is: [C:31]([O:34][C:35]([N:37]1[CH2:40][C:39]2([CH2:41][N:42]([CH:9]3[CH2:10][CH2:11][CH2:12][CH:8]3[NH:7][C:5](=[O:6])[C:4]3[C:14]([S:22][CH3:23])=[CH:15][C:16]([C:18]([F:21])([F:20])[F:19])=[CH:17][C:3]=3[O:2][CH3:1])[CH2:43]2)[CH2:38]1)=[O:36])([CH3:33])([CH3:30])[CH3:32]. Given the reactants [CH3:1][O:2][C:3]1[CH:17]=[C:16]([C:18]([F:21])([F:20])[F:19])[CH:15]=[C:14]([S:22][CH3:23])[C:4]=1[C:5]([NH:7][CH:8]1[CH2:12][CH2:11][CH2:10][C:9]1=O)=[O:6].C(O)(=O)C(O)=O.[CH3:30][C:31]([O:34][C:35]([N:37]1[CH2:40][C:39]2([CH2:43][NH:42][CH2:41]2)[CH2:38]1)=[O:36])([CH3:33])[CH3:32], predict the reaction product. (2) Given the reactants [Br:1][C:2]1[CH:7]=[CH:6][C:5](I)=[CH:4][CH:3]=1.C([Li])CCC.CCCCCC.CON(C)[C:23]([C:25]1([C:28]([F:31])([F:30])[F:29])[CH2:27][CH2:26]1)=[O:24].[Cl-].[NH4+], predict the reaction product. The product is: [Br:1][C:2]1[CH:7]=[CH:6][C:5]([C:23]([C:25]2([C:28]([F:31])([F:30])[F:29])[CH2:27][CH2:26]2)=[O:24])=[CH:4][CH:3]=1. (3) Given the reactants [O:1]1[CH2:6][CH2:5][C:4](=O)[CH2:3][C:2]1=[O:8].[Br:9][C:10]1[CH:11]=[C:12]([CH:15]=[CH:16][C:17]=1[F:18])[CH:13]=O.[NH2:19]/[C:20](/[CH3:24])=[CH:21]\[C:22]#[N:23], predict the reaction product. The product is: [Br:9][C:10]1[CH:11]=[C:12]([CH:13]2[C:21]([C:22]#[N:23])=[C:20]([CH3:24])[NH:19][C:4]3[CH2:5][CH2:6][O:1][C:2](=[O:8])[C:3]2=3)[CH:15]=[CH:16][C:17]=1[F:18]. (4) Given the reactants C(OC(=O)[N:10]([C@@H:20]1[C:23](=[O:24])[NH:22][C@@H:21]1[CH2:25][C:26]1[N:27]=[N:28][N:29]([CH2:31][CH2:32][NH:33][C:34]([O:36][C:37]([CH3:40])([CH3:39])[CH3:38])=[O:35])[CH:30]=1)CC1C=CC(OC)=CC=1)C1C=CC=CC=1.C(O)=O, predict the reaction product. The product is: [C:37]([O:36][C:34](=[O:35])[NH:33][CH2:32][CH2:31][N:29]1[CH:30]=[C:26]([CH2:25][C@@H:21]2[C@H:20]([NH2:10])[C:23](=[O:24])[NH:22]2)[N:27]=[N:28]1)([CH3:40])([CH3:38])[CH3:39].